Dataset: Reaction yield outcomes from USPTO patents with 853,638 reactions. Task: Predict the reaction yield, written as a fraction of the theoretical maximum amount of product (1.0 means a 100% yield; for example, 0.34 means a 34% yield). (1) The reactants are [NH2:1][C:2]1[C:11]2[CH:10]=[CH:9][C:8]([F:12])=[C:7](Br)[C:6]=2[N:5]=[C:4]2[CH2:14][N:15]([CH:18]3[CH2:21][CH2:20][CH2:19]3)[C:16](=[O:17])[C:3]=12.[F:22][C:23]1[CH:28]=[CH:27][C:26]([O:29][CH3:30])=[CH:25][C:24]=1B(O)O. No catalyst specified. The product is [NH2:1][C:2]1[C:11]2[CH:10]=[CH:9][C:8]([F:12])=[C:7]([C:24]3[CH:25]=[C:26]([O:29][CH3:30])[CH:27]=[CH:28][C:23]=3[F:22])[C:6]=2[N:5]=[C:4]2[CH2:14][N:15]([CH:18]3[CH2:21][CH2:20][CH2:19]3)[C:16](=[O:17])[C:3]=12. The yield is 0.348. (2) The reactants are Cl.[F:2][CH:3]1[CH2:8][CH2:7][NH:6][CH2:5][CH2:4]1.CC(C)([O-])C.[Na+].[CH3:15][O:16][C:17]1[CH:22]=[CH:21][C:20]([CH:23]2[C:32]3[C:27](=[CH:28][C:29]([O:33][CH2:34][CH2:35][CH2:36]OS(C)(=O)=O)=[CH:30][CH:31]=3)[CH2:26][N:25]([CH3:42])[CH2:24]2)=[CH:19][CH:18]=1.C([O-])([O-])=O.[Na+].[Na+]. The catalyst is CCCCO. The product is [F:2][CH:3]1[CH2:8][CH2:7][N:6]([CH2:36][CH2:35][CH2:34][O:33][C:29]2[CH:28]=[C:27]3[C:32]([CH:23]([C:20]4[CH:19]=[CH:18][C:17]([O:16][CH3:15])=[CH:22][CH:21]=4)[CH2:24][N:25]([CH3:42])[CH2:26]3)=[CH:31][CH:30]=2)[CH2:5][CH2:4]1. The yield is 0.250. (3) The reactants are [OH:1][CH:2]1[CH2:7][CH2:6][CH:5]([O:8][C:9]2[CH:14]=[CH:13][C:12]([N:15]3[C:20](=[O:21])[C:19]([CH2:22][C:23]4[CH:28]=[CH:27][C:26]([C:29]5[CH:34]=[CH:33][CH:32]=[CH:31][C:30]=5[C:35]5[NH:39][C:38](=[O:40])[O:37][N:36]=5)=[CH:25][CH:24]=4)=[C:18]([CH2:41][CH2:42][CH3:43])[N:17]=[C:16]3[CH3:44])=[CH:11][CH:10]=2)[CH2:4][CH:3]1[CH3:45].CC(OI1(OC(C)=O)(OC(C)=O)OC(=O)C2C1=CC=CC=2)=O.C(OCC)(=O)C.S([O-])([O-])(=O)=S.[Na+].[Na+]. The catalyst is C(Cl)Cl.O. The product is [CH3:44][C:16]1[N:15]([C:12]2[CH:13]=[CH:14][C:9]([O:8][CH:5]3[CH2:6][CH2:7][C:2](=[O:1])[CH:3]([CH3:45])[CH2:4]3)=[CH:10][CH:11]=2)[C:20](=[O:21])[C:19]([CH2:22][C:23]2[CH:28]=[CH:27][C:26]([C:29]3[CH:34]=[CH:33][CH:32]=[CH:31][C:30]=3[C:35]3[NH:39][C:38](=[O:40])[O:37][N:36]=3)=[CH:25][CH:24]=2)=[C:18]([CH2:41][CH2:42][CH3:43])[N:17]=1. The yield is 0.770. (4) The reactants are Cl[C:2]1[N:10]=[C:9]2[C:5]([N:6]=[C:7]([CH2:12][CH2:13][N:14]3[CH2:19][CH2:18][C:17]([CH3:21])([OH:20])[CH2:16][CH2:15]3)[N:8]2[CH3:11])=[C:4]([N:22]2[CH2:27][CH2:26][O:25][CH2:24][CH2:23]2)[N:3]=1.[CH2:28]([C:30]1[NH:31][C:32]2[CH:38]=[CH:37][CH:36]=[CH:35][C:33]=2[N:34]=1)[CH3:29].CC(C1C=C(C(C)C)C(C2C=CC=CC=2P(C2CCCCC2)C2CCCCC2)=C(C(C)C)C=1)C.C([O-])([O-])=O.[Cs+].[Cs+]. The catalyst is O1CCOCC1.C1C=CC(/C=C/C(/C=C/C2C=CC=CC=2)=O)=CC=1.C1C=CC(/C=C/C(/C=C/C2C=CC=CC=2)=O)=CC=1.C1C=CC(/C=C/C(/C=C/C2C=CC=CC=2)=O)=CC=1.[Pd].[Pd]. The product is [CH2:28]([C:30]1[N:31]([C:2]2[N:10]=[C:9]3[C:5]([N:6]=[C:7]([CH2:12][CH2:13][N:14]4[CH2:19][CH2:18][C:17]([CH3:21])([OH:20])[CH2:16][CH2:15]4)[N:8]3[CH3:11])=[C:4]([N:22]3[CH2:27][CH2:26][O:25][CH2:24][CH2:23]3)[N:3]=2)[C:32]2[CH:38]=[CH:37][CH:36]=[CH:35][C:33]=2[N:34]=1)[CH3:29]. The yield is 0.800. (5) The reactants are C[Si]([N-][Si](C)(C)C)(C)C.[K+].[CH3:11][O:12][C:13]1[CH:26]=[CH:25][C:16]([CH2:17][O:18][CH:19]2[CH2:22][CH:21]([C:23]#[N:24])[CH2:20]2)=[CH:15][CH:14]=1.[CH:27]1([CH2:30]Br)[CH2:29][CH2:28]1. The catalyst is C1COCC1. The product is [CH:27]1([CH2:30][C:21]2([C:23]#[N:24])[CH2:20][CH:19]([O:18][CH2:17][C:16]3[CH:25]=[CH:26][C:13]([O:12][CH3:11])=[CH:14][CH:15]=3)[CH2:22]2)[CH2:29][CH2:28]1. The yield is 0.760.